From a dataset of Forward reaction prediction with 1.9M reactions from USPTO patents (1976-2016). Predict the product of the given reaction. (1) Given the reactants [C:1]([C:3]1[CH:4]=[C:5]([N:9]([N:17]([CH2:24][CH2:25][CH3:26])C(=O)C(F)(F)F)[C:10]([O:12][C:13]([CH3:16])([CH3:15])[CH3:14])=[O:11])[CH:6]=[CH:7][CH:8]=1)#[N:2].O.[OH-].[Li+], predict the reaction product. The product is: [C:1]([C:3]1[CH:4]=[C:5]([N:9]([NH:17][CH2:24][CH2:25][CH3:26])[C:10]([O:12][C:13]([CH3:14])([CH3:15])[CH3:16])=[O:11])[CH:6]=[CH:7][CH:8]=1)#[N:2]. (2) Given the reactants [C:1]([O:10]C)(=O)[C:2]1[C:3](=[CH:5][CH:6]=[CH:7][CH:8]=1)[SH:4].[C:12]([C:14]1[CH:19]=[C:18]([CH2:20][CH2:21][CH2:22][O:23][CH2:24][CH2:25][C:26]([O:28][C:29]([CH3:32])([CH3:31])[CH3:30])=[O:27])[CH:17]=[CH:16][N:15]=1)#[N:13].C(N(CC)CC)C, predict the reaction product. The product is: [O:10]=[C:1]1[C:2]2[CH:8]=[CH:7][CH:6]=[CH:5][C:3]=2[S:4][C:12]([C:14]2[CH:19]=[C:18]([CH2:20][CH2:21][CH2:22][O:23][CH2:24][CH2:25][C:26]([O:28][C:29]([CH3:32])([CH3:31])[CH3:30])=[O:27])[CH:17]=[CH:16][N:15]=2)=[N:13]1. (3) Given the reactants CC1(C)C(C)(C)OB([C:9]2[CH:21]=[CH:20][C:19]3[C:18]4[C:13](=[CH:14][CH:15]=[CH:16][CH:17]=4)[C:12]([CH2:30][CH2:31][CH2:32][CH2:33][CH2:34][CH2:35][CH2:36][CH3:37])([CH2:22][CH2:23][CH2:24][CH2:25][CH2:26][CH2:27][CH2:28][CH3:29])[C:11]=3[CH:10]=2)O1.Br[C:40]1[C:45]2=[N:46][S:47][N:48]=[C:44]2[C:43](Br)=[CH:42][CH:41]=1.C([O-])([O-])=O.[Na+].[Na+], predict the reaction product. The product is: [CH2:30]([C:12]1([CH2:22][CH2:23][CH2:24][CH2:25][CH2:26][CH2:27][CH2:28][CH3:29])[C:11]2[CH:10]=[C:9]([C:40]3[C:45]4=[N:46][S:47][N:48]=[C:44]4[C:43]([C:9]4[CH:21]=[CH:20][C:19]5[C:18]6[C:13](=[CH:14][CH:15]=[CH:16][CH:17]=6)[C:12]([CH2:30][CH2:31][CH2:32][CH2:33][CH2:34][CH2:35][CH2:36][CH3:37])([CH2:22][CH2:23][CH2:24][CH2:25][CH2:26][CH2:27][CH2:28][CH3:29])[C:11]=5[CH:10]=4)=[CH:42][CH:41]=3)[CH:21]=[CH:20][C:19]=2[C:18]2[C:13]1=[CH:14][CH:15]=[CH:16][CH:17]=2)[CH2:31][CH2:32][CH2:33][CH2:34][CH2:35][CH2:36][CH3:37].